Dataset: Reaction yield outcomes from USPTO patents with 853,638 reactions. Task: Predict the reaction yield, written as a fraction of the theoretical maximum amount of product (1.0 means a 100% yield; for example, 0.34 means a 34% yield). (1) The yield is 0.590. The catalyst is O. The reactants are [OH:1][C@H:2]1[CH2:7][CH2:6][C@H:5]([N:8]2[C:13](=[O:14])[C:12]([CH2:15][C:16]3[CH:21]=[CH:20][C:19]([C:22]4[C:23]([C:28]#[N:29])=[CH:24][CH:25]=[CH:26][CH:27]=4)=[CH:18][CH:17]=3)=[C:11]([CH2:30][CH2:31][CH3:32])[N:10]3[N:33]=[CH:34][N:35]=[C:9]23)[CH2:4][CH2:3]1.[CH3:36][S:37]([CH3:39])=O.C(OC(=O)C)(=O)C. The product is [CH3:36][S:37][CH2:39][O:1][C@H:2]1[CH2:7][CH2:6][C@H:5]([N:8]2[C:13](=[O:14])[C:12]([CH2:15][C:16]3[CH:21]=[CH:20][C:19]([C:22]4[C:23]([C:28]#[N:29])=[CH:24][CH:25]=[CH:26][CH:27]=4)=[CH:18][CH:17]=3)=[C:11]([CH2:30][CH2:31][CH3:32])[N:10]3[N:33]=[CH:34][N:35]=[C:9]23)[CH2:4][CH2:3]1. (2) The reactants are [CH3:1][O:2][C:3]1[CH:4]=[C:5](/[CH:13]=[CH:14]/[CH:15]=[CH:16]/[C:17]([N:19]2[CH2:24][CH2:23][N:22]([C:25](=[O:42])/[CH:26]=[CH:27]/[CH:28]=[CH:29]/[C:30]3[CH:35]=[C:34]([O:36][CH3:37])[C:33]([O:38][CH3:39])=[C:32]([O:40][CH3:41])[CH:31]=3)[CH2:21][CH:20]2[C:43]([OH:45])=O)=[O:18])[CH:6]=[C:7]([O:11][CH3:12])[C:8]=1[O:9][CH3:10].C(N1C=CN=C1)(N1C=CN=C1)=O.Cl.[CH3:59][NH:60][OH:61].C(N(CC)CC)C.Cl. The catalyst is CN(C)C=O. The product is [CH3:12][O:11][C:7]1[CH:6]=[C:5](/[CH:13]=[CH:14]/[CH:15]=[CH:16]/[C:17]([N:19]2[CH2:24][CH2:23][N:22]([C:25](=[O:42])/[CH:26]=[CH:27]/[CH:28]=[CH:29]/[C:30]3[CH:31]=[C:32]([O:40][CH3:41])[C:33]([O:38][CH3:39])=[C:34]([O:36][CH3:37])[CH:35]=3)[CH2:21][CH:20]2[C:43]([N:60]([CH3:59])[OH:61])=[O:45])=[O:18])[CH:4]=[C:3]([O:2][CH3:1])[C:8]=1[O:9][CH3:10]. The yield is 0.870. (3) The yield is 0.570. The catalyst is C(#N)C. The reactants are C([N:7]([C:15]1[CH:20]=[CH:19][CH:18]=[C:17](CO)N=1)[C:8](=[O:14])[O:9][C:10]([CH3:13])([CH3:12])[CH3:11])CCCCC.[CH:23]([N:26](CC)[CH:27]([CH3:29])[CH3:28])([CH3:25])[CH3:24].CS(Cl)(=O)=O.[OH:37][N:38]1[C:42](=[O:43])[C:41]2=[CH:44][CH:45]=[CH:46][CH:47]=[C:40]2[C:39]1=[O:48].[C:49](=O)([O-])[O-].[Cs+].[Cs+].[I-].[K+]. The product is [O:43]=[C:42]1[C:41]2[C:40](=[CH:47][CH:46]=[CH:45][CH:44]=2)[C:39](=[O:48])[N:38]1[O:37][CH2:29][C:27]1[N:26]=[C:23]([CH2:24][CH2:17][CH2:18][CH2:19][CH2:20][CH2:15][NH:7][C:8](=[O:14])[O:9][C:10]([CH3:11])([CH3:12])[CH3:13])[CH:25]=[CH:49][CH:28]=1. (4) The reactants are [OH:1][CH2:2][CH2:3][CH2:4][N:5]1[C:9]2[CH:10]=[CH:11][C:12]([C:14]#N)=[CH:13][C:8]=2[N:7]=[N:6]1.CO.C(=O)([O-])[O-:19].[K+].[K+].Cl. The catalyst is C(O)=O.O.[Ni].[Al]. The product is [OH:1][CH2:2][CH2:3][CH2:4][N:5]1[C:9]2[CH:10]=[CH:11][C:12]([CH:14]=[O:19])=[CH:13][C:8]=2[N:7]=[N:6]1. The yield is 0.600. (5) The reactants are [CH:1]1[C:13]2[CH2:12][C:11]3[C:6](=[CH:7][CH:8]=[CH:9][CH:10]=3)[C:5]=2[CH:4]=[CH:3][CH:2]=1.C(Cl)(Cl)(Cl)Cl.[Br:19]Br. The catalyst is [Fe].O. The product is [Br:19][CH:12]1[C:11]2[CH:10]=[CH:9][CH:8]=[CH:7][C:6]=2[C:5]2[C:13]1=[CH:1][CH:2]=[CH:3][CH:4]=2. The yield is 0.820.